Dataset: Forward reaction prediction with 1.9M reactions from USPTO patents (1976-2016). Task: Predict the product of the given reaction. (1) Given the reactants [CH2:1]([O:8][C:9]1[CH:14]=[CH:13][N:12]([C:15]2[CH:20]=[CH:19][C:18]3[C:21]4[CH2:26][CH2:25][N:24](C(OC(C)(C)C)=O)[CH2:23][C:22]=4[O:34][C:17]=3[CH:16]=2)[C:11](=[O:35])[CH:10]=1)[C:2]1[CH:7]=[CH:6][CH:5]=[CH:4][CH:3]=1.Cl, predict the reaction product. The product is: [CH2:1]([O:8][C:9]1[CH:14]=[CH:13][N:12]([C:15]2[CH:20]=[CH:19][C:18]3[C:21]4[CH2:26][CH2:25][NH:24][CH2:23][C:22]=4[O:34][C:17]=3[CH:16]=2)[C:11](=[O:35])[CH:10]=1)[C:2]1[CH:3]=[CH:4][CH:5]=[CH:6][CH:7]=1. (2) Given the reactants [OH:1][C:2]1[CH:3]=[C:4]2[C:8](=[CH:9][CH:10]=1)[NH:7][CH:6]=[CH:5]2.CCN(CC)CC.[CH3:18][S:19](Cl)(=[O:21])=[O:20], predict the reaction product. The product is: [CH3:18][S:19]([O:1][C:2]1[CH:3]=[C:4]2[C:8](=[CH:9][CH:10]=1)[NH:7][CH:6]=[CH:5]2)(=[O:21])=[O:20]. (3) Given the reactants [CH:1]1([C:6](Cl)=[O:7])[CH2:5][CH2:4][CH2:3][CH2:2]1.FC(F)(F)C(O)=O.[CH2:16]([O:18][C:19]1[CH:40]=[CH:39][C:22]([O:23][C:24]2[N:29]=[CH:28][N:27]=[C:26]3[N:30]([CH:33]4[CH2:38][CH2:37][NH:36][CH2:35][CH2:34]4)[N:31]=[CH:32][C:25]=23)=[C:21]([F:41])[CH:20]=1)[CH3:17].C(N(C(C)C)CC)(C)C.O, predict the reaction product. The product is: [CH:1]1([C:6]([N:36]2[CH2:37][CH2:38][CH:33]([N:30]3[C:26]4=[N:27][CH:28]=[N:29][C:24]([O:23][C:22]5[CH:39]=[CH:40][C:19]([O:18][CH2:16][CH3:17])=[CH:20][C:21]=5[F:41])=[C:25]4[CH:32]=[N:31]3)[CH2:34][CH2:35]2)=[O:7])[CH2:5][CH2:4][CH2:3][CH2:2]1. (4) Given the reactants O[C:2]1[CH:7]=[C:6]([OH:8])[CH:5]=[C:4]([OH:9])[CH:3]=1.C1(C)C=CC(S(O)(=O)=O)=CC=1.[NH2:21][C:22]1[C:23]([C:32](OCC)=[O:33])=[N:24][C:25]2[C:30]([CH:31]=1)=[CH:29][CH:28]=[CH:27][CH:26]=2, predict the reaction product. The product is: [OH:8][C:6]1[C:7]2[C:32](=[O:33])[C:23]3[N:24]=[C:25]4[CH:26]=[CH:27][CH:28]=[CH:29][C:30]4=[CH:31][C:22]=3[NH:21][C:2]=2[CH:3]=[C:4]([OH:9])[CH:5]=1.